From a dataset of Full USPTO retrosynthesis dataset with 1.9M reactions from patents (1976-2016). Predict the reactants needed to synthesize the given product. (1) Given the product [Br:1][C:2]1[CH:6]=[N:5][N:4]([CH3:7])[C:3]=1[NH:8][C:9]1[CH:14]=[CH:13][C:12]([C:20]2[CH:21]=[CH:22][C:17]([Cl:16])=[CH:18][CH:19]=2)=[CH:11][CH:10]=1, predict the reactants needed to synthesize it. The reactants are: [Br:1][C:2]1[CH:6]=[N:5][N:4]([CH3:7])[C:3]=1[NH:8][C:9]1[CH:14]=[CH:13][C:12](I)=[CH:11][CH:10]=1.[Cl:16][C:17]1[CH:22]=[CH:21][C:20](B(O)O)=[CH:19][CH:18]=1.C(=O)([O-])[O-].[Cs+].[Cs+].COCCOC. (2) Given the product [CH3:14][C:15]1[CH:20]=[C:19]([CH3:21])[CH:18]=[CH:17][C:16]=1[O:22][C:2]1[S:3][C:4]2[C:10]([N+:11]([O-:13])=[O:12])=[CH:9][CH:8]=[CH:7][C:5]=2[N:6]=1, predict the reactants needed to synthesize it. The reactants are: Br[C:2]1[S:3][C:4]2[C:10]([N+:11]([O-:13])=[O:12])=[CH:9][CH:8]=[CH:7][C:5]=2[N:6]=1.[CH3:14][C:15]1[CH:20]=[C:19]([CH3:21])[CH:18]=[CH:17][C:16]=1[OH:22].C(=O)([O-])[O-].[K+].[K+]. (3) Given the product [Br:1][C:2]1[CH:3]=[C:4]([N+:19]([O-:21])=[O:20])[C:5]([CH3:8])=[N:6][CH:7]=1, predict the reactants needed to synthesize it. The reactants are: [Br:1][C:2]1[CH:3]=[C:4]([N+:19]([O-:21])=[O:20])[C:5]([CH:8](C(OCC)=O)C(OCC)=O)=[N:6][CH:7]=1.[OH-].[Na+]. (4) Given the product [ClH:41].[N:6]1([CH2:5][CH:4]([N:19]2[CH:23]=[CH:22][C:21]([C:24]3[C:25]4[CH:32]=[CH:31][N:30]([CH2:33][O:34][CH2:35][CH2:36][Si:37]([CH3:38])([CH3:40])[CH3:39])[C:26]=4[N:27]=[CH:28][N:29]=3)=[CH:20]2)[CH2:3][C:1]#[N:2])[CH2:11][CH2:10][NH:9][CH2:8][CH2:7]1, predict the reactants needed to synthesize it. The reactants are: [C:1]([CH2:3][CH:4]([N:19]1[CH:23]=[CH:22][C:21]([C:24]2[C:25]3[CH:32]=[CH:31][N:30]([CH2:33][O:34][CH2:35][CH2:36][Si:37]([CH3:40])([CH3:39])[CH3:38])[C:26]=3[N:27]=[CH:28][N:29]=2)=[CH:20]1)[CH2:5][N:6]1[CH2:11][CH2:10][N:9](C(OC(C)(C)C)=O)[CH2:8][CH2:7]1)#[N:2].[ClH:41]. (5) Given the product [OH:8][CH:9]1[CH2:13][C:12]2([CH2:18][CH2:17][N:16]([C:19]([O:21][C:22]([CH3:25])([CH3:24])[CH3:23])=[O:20])[CH2:15][CH2:14]2)[O:11][CH2:10]1, predict the reactants needed to synthesize it. The reactants are: C([O:8][CH:9]1[CH2:13][C:12]2([CH2:18][CH2:17][N:16]([C:19]([O:21][C:22]([CH3:25])([CH3:24])[CH3:23])=[O:20])[CH2:15][CH2:14]2)[O:11][CH2:10]1)C1C=CC=CC=1.[H][H]. (6) Given the product [Br:1][C:2]1[N:3]=[CH:4][C:5]([N:8]2[CH2:13][CH2:12][O:11][CH2:10][C:9]2=[O:15])=[N:6][CH:7]=1, predict the reactants needed to synthesize it. The reactants are: [Br:1][C:2]1[N:3]=[CH:4][C:5]([NH:8][C:9](=[O:15])[CH2:10][O:11][CH2:12][CH2:13]Cl)=[N:6][CH:7]=1.C(=O)([O-])[O-].[Cs+].[Cs+]. (7) Given the product [C:33]([OH:36])(=[O:34])[C:3]1[C:2](=[CH:15][CH:6]=[CH:5][CH:4]=1)[OH:1].[CH3:32][O:31][C:3]1[CH:4]=[CH:5][C:6]2[CH2:7][C@H:8]3[N:18]([CH3:19])[CH2:17][CH2:16][C@@:14]4([C:15]=2[C:2]=1[O:1][CH3:33])[C@@:9]3([O:21][CH2:22][CH2:23][CH2:24][C:25]1[CH:26]=[CH:27][CH:28]=[CH:29][CH:30]=1)[CH2:10][CH2:11][C:12](=[O:20])[CH2:13]4, predict the reactants needed to synthesize it. The reactants are: [OH:1][C:2]1[C:15]2[C@:14]34[CH2:16][CH2:17][N:18]([CH3:19])[C@@H:8]([C@:9]3([O:21][CH2:22][CH2:23][CH2:24][C:25]3[CH:30]=[CH:29][CH:28]=[CH:27][CH:26]=3)[CH2:10][CH2:11][C:12](=[O:20])[CH2:13]4)[CH2:7][C:6]=2[CH:5]=[CH:4][C:3]=1[O:31][CH3:32].[C:33]([O-:36])([O-])=[O:34].[K+].[K+].[K+].[Br-]. (8) Given the product [O:1]1[CH2:6][CH2:5][O:4][C:3]2[CH:7]=[C:8]([C:15]3[C:16]([CH3:23])=[C:17]([CH2:21][OH:22])[CH:18]=[CH:19][CH:20]=3)[CH:9]=[CH:10][C:2]1=2, predict the reactants needed to synthesize it. The reactants are: [O:1]1[CH2:6][CH2:5][O:4][C:3]2[CH:7]=[C:8](B(O)O)[CH:9]=[CH:10][C:2]1=2.Br[C:15]1[C:16]([CH3:23])=[C:17]([CH2:21][OH:22])[CH:18]=[CH:19][CH:20]=1. (9) Given the product [F:16][C:2]([F:1])([F:17])[C:3]([C:9]1[S:13][C:12]([CH2:14][OH:15])=[N:11][CH:10]=1)([OH:8])[C:4]([F:7])([F:6])[F:5], predict the reactants needed to synthesize it. The reactants are: [F:1][C:2]([F:17])([F:16])[C:3]([C:9]1[S:13][C:12]([CH:14]=[O:15])=[N:11][CH:10]=1)([OH:8])[C:4]([F:7])([F:6])[F:5].[BH4-].[Na+]. (10) Given the product [Br:1][C:2]1[CH:6]=[N:5][N:4]([CH3:7])[C:3]=1[C:8]1[CH:19]=[C:18]([NH2:20])[CH:17]=[CH:16][C:9]=1[O:10][CH2:11][CH2:12][N:13]([CH3:14])[CH3:15], predict the reactants needed to synthesize it. The reactants are: [Br:1][C:2]1[CH:6]=[N:5][N:4]([CH3:7])[C:3]=1[C:8]1[CH:19]=[C:18]([N+:20]([O-])=O)[CH:17]=[CH:16][C:9]=1[O:10][CH2:11][CH2:12][N:13]([CH3:15])[CH3:14].